Dataset: Forward reaction prediction with 1.9M reactions from USPTO patents (1976-2016). Task: Predict the product of the given reaction. (1) Given the reactants [CH3:1][O:2][C:3]([C:5]1[CH:6]=[CH:7][C:8]2[S:13][CH2:12][C:11](=O)[NH:10][C:9]=2[CH:15]=1)=[O:4], predict the reaction product. The product is: [CH3:1][O:2][C:3]([C:5]1[CH:6]=[CH:7][C:8]2[S:13][CH2:12][CH2:11][NH:10][C:9]=2[CH:15]=1)=[O:4]. (2) Given the reactants [F:1][C:2]1[CH:19]=[CH:18][CH:17]=[CH:16][C:3]=1[CH2:4][O:5][C:6]1[CH:13]=[CH:12][C:9]([CH:10]=O)=[CH:8][C:7]=1[O:14][CH3:15].[NH2:20][CH2:21][CH2:22][NH:23][C:24](=[O:30])[O:25][C:26]([CH3:29])([CH3:28])[CH3:27].[BH4-].[Na+].O, predict the reaction product. The product is: [F:1][C:2]1[CH:19]=[CH:18][CH:17]=[CH:16][C:3]=1[CH2:4][O:5][C:6]1[CH:13]=[CH:12][C:9]([CH2:10][NH:20][CH2:21][CH2:22][NH:23][C:24](=[O:30])[O:25][C:26]([CH3:28])([CH3:27])[CH3:29])=[CH:8][C:7]=1[O:14][CH3:15]. (3) Given the reactants O(C(C)(C)C)[K].[O:7]1[C:11]2[CH:12]=[CH:13][CH:14]=[C:15]([O:16][CH2:17][CH2:18][OH:19])[C:10]=2[O:9][CH2:8]1.[Cl:20][C:21]1[C:22]([N:31]2[CH2:36][CH2:35][N:34](C(OC(C)(C)C)=O)[CH2:33][CH:32]2[CH3:44])=[N:23][C:24]2[C:29]([N:30]=1)=[CH:28][CH:27]=[CH:26][CH:25]=2, predict the reaction product. The product is: [ClH:20].[O:7]1[C:11]2[CH:12]=[CH:13][CH:14]=[C:15]([O:16][CH2:17][CH2:18][O:19][C:21]3[C:22]([N:31]4[CH2:36][CH2:35][NH:34][CH2:33][CH:32]4[CH3:44])=[N:23][C:24]4[C:29](=[CH:28][CH:27]=[CH:26][CH:25]=4)[N:30]=3)[C:10]=2[O:9][CH2:8]1. (4) Given the reactants [CH2:1]([NH:4][C:5](=[O:11])[O:6][C:7]([CH3:10])([CH3:9])[CH3:8])[C:2]#[CH:3].C(N(CC)CC)C.[CH2:19]([O:21][C:22](=[O:27])[C:23](Cl)=[N:24][OH:25])[CH3:20], predict the reaction product. The product is: [CH3:9][C:7]([O:6][C:5]([NH:4][CH2:1][C:2]1[O:25][N:24]=[C:23]([C:22]([O:21][CH2:19][CH3:20])=[O:27])[CH:3]=1)=[O:11])([CH3:8])[CH3:10]. (5) Given the reactants [F:1][C:2]1([F:28])[CH2:7][CH2:6][CH:5]([NH:8][C:9]([C:11]2[CH:12]=[C:13]([C@@H:17]3[CH2:19][C@H:18]3[NH:20]C(=O)OC(C)(C)C)[CH:14]=[CH:15][CH:16]=2)=[O:10])[CH2:4][CH2:3]1.[ClH:29].C(OCC)(=O)C, predict the reaction product. The product is: [ClH:29].[NH2:20][C@@H:18]1[CH2:19][C@H:17]1[C:13]1[CH:12]=[C:11]([CH:16]=[CH:15][CH:14]=1)[C:9]([NH:8][CH:5]1[CH2:4][CH2:3][C:2]([F:1])([F:28])[CH2:7][CH2:6]1)=[O:10]. (6) Given the reactants [CH3:1][C:2]1[CH:3]=[C:4]([CH:6]=[CH:7][C:8]=1[CH3:9])[NH2:5].[H-].[Na+].F[C:13]1[CH:14]=[C:15]([CH:18]=[CH:19][C:20]=1[N+:21]([O-:23])=[O:22])[C:16]#[N:17].O, predict the reaction product. The product is: [CH3:1][C:2]1[CH:3]=[C:4]([NH:5][C:19]2[CH:18]=[C:15]([CH:14]=[CH:13][C:20]=2[N+:21]([O-:23])=[O:22])[C:16]#[N:17])[CH:6]=[CH:7][C:8]=1[CH3:9].